From a dataset of Catalyst prediction with 721,799 reactions and 888 catalyst types from USPTO. Predict which catalyst facilitates the given reaction. (1) Reactant: [Cl:1][C:2]1[CH:9]=[CH:8][CH:7]=[C:6]([F:10])[C:3]=1[CH2:4][NH2:5].C([N:14](CC)C(C)C)(C)C.C(N1C=CN=C1)(N1C=CN=C1)=O.C(N(CC)CC)C.FC1C=C(OC)C=C(F)C=1CN1[C:48]2[N:49]=[CH:50][CH:51]=[CH:52][C:47]=2[S:46](=[O:54])(=[O:53])[N:45]([C:55]2[CH:60]=[CH:59][C:58]([O:61][CH3:62])=[C:57]([O:63][CH3:64])C=2)[C:44]1=[O:65]. Product: [Cl:1][C:2]1[CH:9]=[CH:8][CH:7]=[C:6]([F:10])[C:3]=1[CH2:4][N:5]1[C:48]2[N:49]=[CH:50][CH:51]=[CH:52][C:47]=2[S:46](=[O:54])(=[O:53])[N:45]([C:55]2[CH:60]=[CH:59][C:58]([O:61][CH3:62])=[C:57]([O:63][CH3:64])[N:14]=2)[C:44]1=[O:65]. The catalyst class is: 3. (2) Reactant: [CH2:1]([O:3][C:4]([C:6]1[O:10][C:9]([C:11]2(Br)[CH2:16][CH2:15][CH2:14][CH2:13][CH2:12]2)=[N:8][C:7]=1[CH2:18]Br)=[O:5])C.C[O-].[Na+].[C:23](O)(=[O:25])C. Product: [CH3:1][O:3][C:4]([C:6]1[O:10][C:9]([C:11]2[CH2:16][CH2:15][CH2:14][CH2:13][CH:12]=2)=[N:8][C:7]=1[CH2:18][O:25][CH3:23])=[O:5]. The catalyst class is: 5.